This data is from Tox21: 12 toxicity assays (nuclear receptors and stress response pathways). The task is: Binary classification across 12 toxicity assays. (1) It tested positive (active) for: NR-AhR (Aryl hydrocarbon Receptor agonist activity). The molecule is Clc1ccc(C(Cl)(Cl)Cl)cc1Cl. (2) The compound is c1cc(N(CC2CO2)CC2CO2)ccc1OCC1CO1. It tested positive (active) for: SR-ARE (Antioxidant Response Element (oxidative stress)), SR-ATAD5 (ATAD5 genotoxicity (DNA damage)), SR-HSE (Heat Shock Element response), and SR-p53 (p53 tumor suppressor activation). (3) The compound is O=C(Nc1ccccc1SSc1ccccc1NC(=O)c1ccccc1)c1ccccc1. It tested positive (active) for: NR-AhR (Aryl hydrocarbon Receptor agonist activity), NR-ER (Estrogen Receptor agonist activity), NR-PPAR-gamma (PPAR-gamma nuclear receptor agonist), SR-HSE (Heat Shock Element response), and SR-MMP (Mitochondrial Membrane Potential disruption).